This data is from Reaction yield outcomes from USPTO patents with 853,638 reactions. The task is: Predict the reaction yield, written as a fraction of the theoretical maximum amount of product (1.0 means a 100% yield; for example, 0.34 means a 34% yield). (1) The reactants are [NH2:1][C:2]1[CH:11]=[CH:10][C:5]([C:6]([O:8]C)=[O:7])=[CH:4][C:3]=1[I:12].[OH-].[Li+]. The catalyst is O1CCOCC1.O. The product is [NH2:1][C:2]1[CH:11]=[CH:10][C:5]([C:6]([OH:8])=[O:7])=[CH:4][C:3]=1[I:12]. The yield is 0.980. (2) The reactants are [H-].[Na+].[CH3:3][O:4][C:5]([C:7]1[C:15]2[C:10](=[N:11][CH:12]=[C:13]([Br:16])[CH:14]=2)[N:9]([S:17]([C:20]2[CH:25]=[CH:24][CH:23]=[CH:22][CH:21]=2)(=[O:19])=[O:18])[C:8]=1[CH2:26]Br)=[O:6].[C:28]([CH2:30][NH:31][S:32]([C:35]1[CH:40]=[CH:39][C:38]([CH3:41])=[CH:37][CH:36]=1)(=[O:34])=[O:33])#[N:29].Cl. The catalyst is CN(C=O)C. The product is [CH3:3][O:4][C:5]([C:7]1[C:15]2[C:10](=[N:11][CH:12]=[C:13]([Br:16])[CH:14]=2)[N:9]([S:17]([C:20]2[CH:21]=[CH:22][CH:23]=[CH:24][CH:25]=2)(=[O:18])=[O:19])[C:8]=1[CH2:26][N:31]([CH2:30][C:28]#[N:29])[S:32]([C:35]1[CH:36]=[CH:37][C:38]([CH3:41])=[CH:39][CH:40]=1)(=[O:34])=[O:33])=[O:6]. The yield is 0.940.